This data is from Full USPTO retrosynthesis dataset with 1.9M reactions from patents (1976-2016). The task is: Predict the reactants needed to synthesize the given product. (1) Given the product [NH2:25][C:26]1[C:27]([C:36]([N:40]2[CH2:45][CH2:44][CH2:43][CH2:42][C@H:41]2[C:46]([O:48][CH3:49])=[O:47])=[O:38])=[CH:28][C:29]2[C:34]([CH:35]=1)=[CH:33][CH:32]=[CH:31][CH:30]=2, predict the reactants needed to synthesize it. The reactants are: CN(C(ON1N=NC2C=CC=NC1=2)=[N+](C)C)C.F[P-](F)(F)(F)(F)F.[NH2:25][C:26]1[C:27]([C:36]([OH:38])=O)=[CH:28][C:29]2[C:34]([CH:35]=1)=[CH:33][CH:32]=[CH:31][CH:30]=2.Cl.[NH:40]1[CH2:45][CH2:44][CH2:43][CH2:42][C@H:41]1[C:46]([O:48][CH3:49])=[O:47].C(N(C(C)C)CC)(C)C. (2) Given the product [Cl:1][C:2]1[C:3]([C:22]2[N:23]=[N:24][C:25]([CH3:28])=[CH:26][CH:27]=2)=[N:4][CH:5]=[CH:6][CH:7]=1, predict the reactants needed to synthesize it. The reactants are: [Cl:1][C:2]1[C:3]([Sn](CCCC)(CCCC)CCCC)=[N:4][CH:5]=[CH:6][CH:7]=1.I[C:22]1[N:23]=[N:24][C:25]([CH3:28])=[CH:26][CH:27]=1.O. (3) Given the product [CH3:34][O:33][C:31]([CH2:30][C:19]1([CH:25]([C:36]([O:38][CH3:39])=[O:37])[C:26]([O:28][CH3:29])=[O:27])[CH2:20][CH2:21][CH2:22][CH2:23][CH2:24]1)=[O:32], predict the reactants needed to synthesize it. The reactants are: C(NC(C)C)(C)C.C([Li])CCC.CCCCCC.[C:19]1([CH2:30][C:31]([O:33][CH3:34])=[O:32])([CH2:25][C:26]([O:28][CH3:29])=[O:27])[CH2:24][CH2:23][CH2:22][CH2:21][CH2:20]1.Cl[C:36]([O:38][CH3:39])=[O:37].Cl.